Dataset: Forward reaction prediction with 1.9M reactions from USPTO patents (1976-2016). Task: Predict the product of the given reaction. (1) Given the reactants [NH2:1][C:2]1[O:6][N:5]=[C:4]([CH3:7])[C:3]=1[Cl:8].[CH3:9][C:10]1[CH:15]=[CH:14][C:13]([CH3:16])=[CH:12][C:11]=1[S:17](Cl)(=[O:19])=[O:18], predict the reaction product. The product is: [CH3:9][C:10]1[CH:15]=[CH:14][C:13]([CH3:16])=[CH:12][C:11]=1[S:17]([NH:1][C:2]1[O:6][N:5]=[C:4]([CH3:7])[C:3]=1[Cl:8])(=[O:18])=[O:19]. (2) Given the reactants [Br:1][C:2]1[C:3]([F:18])=[CH:4][C:5]([F:17])=[C:6]([C@:8]2([CH3:16])[CH2:13][CH:12]([CH3:14])[S:11][C:10]([NH2:15])=[N:9]2)[CH:7]=1.[C:19](O[C:19]([O:21][C:22]([CH3:25])([CH3:24])[CH3:23])=[O:20])([O:21][C:22]([CH3:25])([CH3:24])[CH3:23])=[O:20], predict the reaction product. The product is: [Br:1][C:2]1[C:3]([F:18])=[CH:4][C:5]([F:17])=[C:6]([C@:8]2([CH3:16])[CH2:13][C@@H:12]([CH3:14])[S:11][C:10]([NH:15][C:19](=[O:20])[O:21][C:22]([CH3:25])([CH3:24])[CH3:23])=[N:9]2)[CH:7]=1.